This data is from Reaction yield outcomes from USPTO patents with 853,638 reactions. The task is: Predict the reaction yield, written as a fraction of the theoretical maximum amount of product (1.0 means a 100% yield; for example, 0.34 means a 34% yield). (1) The reactants are [N+:1]([C:4]1[CH:5]=[C:6]([CH:9]=[CH:10][CH:11]=1)[CH:7]=O)([O-:3])=[O:2].[CH2:12]([O:14][C:15](=[O:36])[CH:16]=P(C1C=CC=CC=1)(C1C=CC=CC=1)C1C=CC=CC=1)[CH3:13]. The catalyst is C(Cl)Cl. The product is [CH2:12]([O:14][C:15](=[O:36])[CH:16]=[CH:7][C:6]1[CH:9]=[CH:10][CH:11]=[C:4]([N+:1]([O-:3])=[O:2])[CH:5]=1)[CH3:13]. The yield is 0.746. (2) The reactants are [CH:1]([NH:4][C:5]1[C:10]([C:11]([NH2:13])=[O:12])=[CH:9][N:8]=[C:7](S(C)=O)[N:6]=1)([CH3:3])[CH3:2].C(NC1C(C(N)=O)=CN=C(S(C)(=O)=O)N=1)(C)C.CN1C(=O)CCC1.Cl.[NH2:42][C:43]12[CH2:50][CH2:49][C:46]([OH:51])([CH2:47][CH2:48]1)[CH2:45][CH2:44]2.CCN(C(C)C)C(C)C. No catalyst specified. The product is [OH:51][C:46]12[CH2:49][CH2:50][C:43]([NH:42][C:7]3[N:6]=[C:5]([NH:4][CH:1]([CH3:3])[CH3:2])[C:10]([C:11]([NH2:13])=[O:12])=[CH:9][N:8]=3)([CH2:48][CH2:47]1)[CH2:44][CH2:45]2. The yield is 0.0820. (3) The reactants are [CH2:1]([C:5]1[N:6]=[C:7]([CH3:27])[NH:8][C:9](=[O:26])[C:10]=1[CH2:11][C:12]1[CH:17]=[CH:16][C:15]([C:18]2[C:19]([C:24]#[N:25])=[CH:20][CH:21]=[CH:22][CH:23]=2)=[CH:14][CH:13]=1)[CH2:2][CH2:3][CH3:4].[H-].[Na+].CN(C)C=O.Br[CH2:36][C:37]([C:39]1[CH:44]=[CH:43][C:42]([O:45][CH3:46])=[CH:41][CH:40]=1)=[O:38]. The catalyst is C(OCC)(=O)C. The product is [CH2:1]([C:5]1[N:6]=[C:7]([CH3:27])[N:8]([CH2:36][C:37]([C:39]2[CH:44]=[CH:43][C:42]([O:45][CH3:46])=[CH:41][CH:40]=2)=[O:38])[C:9](=[O:26])[C:10]=1[CH2:11][C:12]1[CH:17]=[CH:16][C:15]([C:18]2[C:19]([C:24]#[N:25])=[CH:20][CH:21]=[CH:22][CH:23]=2)=[CH:14][CH:13]=1)[CH2:2][CH2:3][CH3:4]. The yield is 0.480. (4) The reactants are [Br:1][C:2]1[C:3](Cl)=[N:4][C:5]([Cl:8])=[N:6][CH:7]=1.[CH2:10]([NH2:13])[CH:11]=[CH2:12].C(N(C(C)C)CC)(C)C. The catalyst is C(O)C. The product is [CH2:10]([NH:13][C:3]1[C:2]([Br:1])=[CH:7][N:6]=[C:5]([Cl:8])[N:4]=1)[CH:11]=[CH2:12]. The yield is 0.890.